Task: Predict the reactants needed to synthesize the given product.. Dataset: Full USPTO retrosynthesis dataset with 1.9M reactions from patents (1976-2016) (1) Given the product [C:1]([N:26]1[CH2:25][CH2:24][N:23]([C:22]2[CH:21]=[CH:20][C:19]([C:29]3[N:30]=[C:31]([O:38][C@@H:39]([C@H:41]4[CH2:45][NH:44][C:43](=[O:46])[CH2:42]4)[CH3:40])[C:32]4[N:33]([N:35]=[CH:36][CH:37]=4)[CH:34]=3)=[CH:18][C:17]=2[O:16][CH3:15])[CH2:28][CH2:27]1)(=[O:3])[CH3:2], predict the reactants needed to synthesize it. The reactants are: [C:1](OC(=O)C)(=[O:3])[CH3:2].FC(F)(F)C(O)=O.[CH3:15][O:16][C:17]1[CH:18]=[C:19]([C:29]2[N:30]=[C:31]([O:38][C@@H:39]([C@H:41]3[CH2:45][NH:44][C:43](=[O:46])[CH2:42]3)[CH3:40])[C:32]3[N:33]([N:35]=[CH:36][CH:37]=3)[CH:34]=2)[CH:20]=[CH:21][C:22]=1[N:23]1[CH2:28][CH2:27][NH:26][CH2:25][CH2:24]1.C(N(CC)CC)C. (2) Given the product [C:1]([O:4][C:5]1[CH:6]=[C:7]2[C:12](=[CH:13][CH:14]=1)[N:11]=[C:10]([C:15]1[CH:20]=[CH:19][CH:18]=[C:17]([N+:21]([O-:23])=[O:22])[CH:16]=1)[N:9]=[C:8]2[Cl:32])(=[O:3])[CH3:2], predict the reactants needed to synthesize it. The reactants are: [C:1]([O:4][C:5]1[CH:6]=[C:7]2[C:12](=[CH:13][CH:14]=1)[N:11]=[C:10]([C:15]1[CH:20]=[CH:19][CH:18]=[C:17]([N+:21]([O-:23])=[O:22])[CH:16]=1)[NH:9][C:8]2=O)(=[O:3])[CH3:2].CN(C=O)C.O=S(Cl)[Cl:32]. (3) Given the product [CH:33]1([NH:39][C:3]([C:4]2[CH:10]=[C:11]([C:13]3[CH:18]=[C:17]([C:19]([F:22])([F:21])[F:20])[CH:16]=[CH:15][C:14]=3[Cl:23])[N:24]([CH2:25][CH:26]3[CH2:31][CH2:30][CH2:29][CH2:28][CH:27]3[OH:32])[C:5]=2[CH3:6])=[O:2])[CH2:38][CH2:37][CH2:36][CH2:35][CH2:34]1, predict the reactants needed to synthesize it. The reactants are: C[O:2][C:3](=O)[CH2:4][C:5](=O)[CH3:6].Br[CH2:10][C:11]([C:13]1[CH:18]=[C:17]([C:19]([F:22])([F:21])[F:20])[CH:16]=[CH:15][C:14]=1[Cl:23])=O.[NH2:24][CH2:25][C@H:26]1[CH2:31][CH2:30][CH2:29][CH2:28][C@H:27]1[OH:32].[CH:33]1([NH2:39])[CH2:38][CH2:37][CH2:36][CH2:35][CH2:34]1. (4) Given the product [N+:14]([C:11]1[CH:12]=[CH:13][C:8]([C:6]2[CH2:5][CH2:4][NH:3][N:19]=2)=[CH:9][CH:10]=1)([O-:16])=[O:15], predict the reactants needed to synthesize it. The reactants are: Cl.C[N:3](C)[CH2:4][CH2:5][C:6]([C:8]1[CH:13]=[CH:12][C:11]([N+:14]([O-:16])=[O:15])=[CH:10][CH:9]=1)=O.O.[NH2:19]N.